From a dataset of Reaction yield outcomes from USPTO patents with 853,638 reactions. Predict the reaction yield, written as a fraction of the theoretical maximum amount of product (1.0 means a 100% yield; for example, 0.34 means a 34% yield). (1) The reactants are C=O.[C:3](O[BH-](OC(=O)C)OC(=O)C)(=O)C.[Na+].[Cl:17][C:18]1[CH:19]=[CH:20][C:21]([S:48]([CH2:51][CH3:52])(=[O:50])=[O:49])=[C:22]([CH:47]=1)[CH2:23][N:24]1[C:33](=[O:34])[C:32]2[C:27](=[CH:28][C:29]([CH2:39][N:40]3[CH2:45][CH2:44][NH:43][CH2:42][CH2:41]3)=[C:30]([C:35]([F:38])([F:37])[F:36])[CH:31]=2)[NH:26][C:25]1=[O:46].C(=O)(O)[O-].[Na+]. The catalyst is C1COCC1.C(OCC)(=O)C. The product is [Cl:17][C:18]1[CH:19]=[CH:20][C:21]([S:48]([CH2:51][CH3:52])(=[O:49])=[O:50])=[C:22]([CH:47]=1)[CH2:23][N:24]1[C:33](=[O:34])[C:32]2[C:27](=[CH:28][C:29]([CH2:39][N:40]3[CH2:45][CH2:44][N:43]([CH3:3])[CH2:42][CH2:41]3)=[C:30]([C:35]([F:38])([F:36])[F:37])[CH:31]=2)[NH:26][C:25]1=[O:46]. The yield is 0.600. (2) The reactants are [Cl:1][C:2]1[CH:7]=[CH:6][C:5]([OH:8])=[C:4]([I:9])[CH:3]=1.N1C=CN=C1.[C:15]([Si:19](Cl)([CH3:21])[CH3:20])([CH3:18])([CH3:17])[CH3:16]. The catalyst is ClCCl. The product is [C:15]([Si:19]([O:8][C:5]1[CH:6]=[CH:7][C:2]([Cl:1])=[CH:3][C:4]=1[I:9])([CH3:21])[CH3:20])([CH3:18])([CH3:17])[CH3:16]. The yield is 0.950.